Regression/Classification. Given a drug SMILES string, predict its toxicity properties. Task type varies by dataset: regression for continuous values (e.g., LD50, hERG inhibition percentage) or binary classification for toxic/non-toxic outcomes (e.g., AMES mutagenicity, cardiotoxicity, hepatotoxicity). Dataset: ames. From a dataset of Ames mutagenicity test results for genotoxicity prediction. (1) The molecule is CC(=O)OCN=[N+](C)[O-]. The result is 0 (non-mutagenic). (2) The molecule is OC1C=CC2OC2C1O. The result is 1 (mutagenic). (3) The molecule is CC1SCC(C(=O)NC(Cc2c[nH]cn2)C(=O)N2CCCC2C(N)=O)NC1=O. The result is 0 (non-mutagenic). (4) The result is 0 (non-mutagenic). The drug is Cc1cccc(OP(=O)(Oc2cccc(C)c2)Oc2cccc(C)c2)c1.